Task: Predict the product of the given reaction.. Dataset: Forward reaction prediction with 1.9M reactions from USPTO patents (1976-2016) Given the reactants [CH3:1][C:2]1[C:3]([N:9]2[CH2:14][CH2:13][N:12]([C:15]([C:17]3[N:22]=[CH:21][C:20]([N:23]4[C@H:27]([CH3:28])[CH2:26][O:25][C:24]4=[O:29])=[CH:19][N:18]=3)=[O:16])[CH2:11][CH2:10]2)=[N:4][CH:5]=[C:6]([CH3:8])[CH:7]=1.[ClH:30].C(OCC)(=O)C, predict the reaction product. The product is: [ClH:30].[CH3:1][C:2]1[C:3]([N:9]2[CH2:10][CH2:11][N:12]([C:15]([C:17]3[N:22]=[CH:21][C:20]([N:23]4[C@H:27]([CH3:28])[CH2:26][O:25][C:24]4=[O:29])=[CH:19][N:18]=3)=[O:16])[CH2:13][CH2:14]2)=[N:4][CH:5]=[C:6]([CH3:8])[CH:7]=1.